From a dataset of Reaction yield outcomes from USPTO patents with 853,638 reactions. Predict the reaction yield, written as a fraction of the theoretical maximum amount of product (1.0 means a 100% yield; for example, 0.34 means a 34% yield). (1) The reactants are [O:1]1[CH2:17][CH:2]1[CH2:3][NH:4][S:5]([C:8]1[CH:13]=[CH:12][C:11]([N+:14]([O-:16])=[O:15])=[CH:10][CH:9]=1)(=[O:7])=[O:6].[NH:18]1[CH2:23][CH2:22][CH2:21][CH2:20][CH2:19]1. The catalyst is C(O)CC. The product is [OH:1][CH:2]([CH2:17][N:18]1[CH2:23][CH2:22][CH2:21][CH2:20][CH2:19]1)[CH2:3][NH:4][S:5]([C:8]1[CH:13]=[CH:12][C:11]([N+:14]([O-:16])=[O:15])=[CH:10][CH:9]=1)(=[O:7])=[O:6]. The yield is 0.900. (2) The reactants are CC([O-])(C)C.[K+].Cl[C:8]1[CH:9]=[CH:10][C:11]2[N:18]3[CH2:19][C@H:14]([CH2:15][CH2:16][CH2:17]3)[NH:13][C:12]=2[N:20]=1.[F:21][C:22]([F:30])([F:29])[CH:23]1[CH2:28][CH2:27][CH2:26][NH:25][CH2:24]1. The catalyst is COCCOC. The product is [F:21][C:22]([F:30])([F:29])[CH:23]1[CH2:28][CH2:27][CH2:26][N:25]([C:8]2[CH:9]=[CH:10][C:11]3[N:18]4[CH2:19][C@H:14]([CH2:15][CH2:16][CH2:17]4)[NH:13][C:12]=3[N:20]=2)[CH2:24]1. The yield is 0.366. (3) The reactants are [Cl:1][C:2]1[CH:7]=[CH:6][CH:5]=[CH:4][C:3]=1[S:8]([CH:11]1[CH2:16][CH2:15][NH:14][CH2:13][CH2:12]1)(=[O:10])=[O:9].Cl[C:18]1[C:23]([Cl:24])=[CH:22][CH:21]=[CH:20][N:19]=1. No catalyst specified. The product is [Cl:24][C:23]1[C:18]([N:14]2[CH2:15][CH2:16][CH:11]([S:8]([C:3]3[CH:4]=[CH:5][CH:6]=[CH:7][C:2]=3[Cl:1])(=[O:9])=[O:10])[CH2:12][CH2:13]2)=[N:19][CH:20]=[CH:21][CH:22]=1. The yield is 0.510. (4) The reactants are C(NC(C)C)(C)C.C([Li])CCC.[CH3:13][C@@H:14]1[C@H:18]([C:19]2[CH:24]=[CH:23][CH:22]=[CH:21][CH:20]=2)[O:17][C:16](=[O:25])[N:15]1[C:26](=[O:35])[CH2:27][CH2:28][C@H:29]([CH3:34])[CH2:30][CH2:31][CH2:32][CH3:33].Br[CH2:37][C:38]([O:40][C:41]([CH3:44])([CH3:43])[CH3:42])=[O:39]. The catalyst is C1COCC1. The product is [C:41]([O:40][C:38](=[O:39])[CH2:37][C@@H:27]([C:26]([N:15]1[C@H:14]([CH3:13])[C@H:18]([C:19]2[CH:24]=[CH:23][CH:22]=[CH:21][CH:20]=2)[O:17][C:16]1=[O:25])=[O:35])[CH2:28][C@H:29]([CH3:34])[CH2:30][CH2:31][CH2:32][CH3:33])([CH3:44])([CH3:43])[CH3:42]. The yield is 0.610. (5) The reactants are [Br:1][C:2]1[CH:7]=[CH:6][C:5]([CH:8]([C:14]([O:16][CH2:17][CH3:18])=[O:15])[C:9]([O:11][CH2:12][CH3:13])=[O:10])=[CH:4][CH:3]=1.[H-].[Na+].I[CH3:22]. The catalyst is C1COCC1. The product is [Br:1][C:2]1[CH:7]=[CH:6][C:5]([C:8]([CH3:22])([C:9]([O:11][CH2:12][CH3:13])=[O:10])[C:14]([O:16][CH2:17][CH3:18])=[O:15])=[CH:4][CH:3]=1. The yield is 0.550. (6) The reactants are [C:1]([C:5]1[S:9][C:8]([NH:10][S:11]([C:14]2[CH:19]=[CH:18][C:17]([NH:20]C(=O)C)=[CH:16][CH:15]=2)(=[O:13])=[O:12])=[N:7][N:6]=1)([CH3:4])([CH3:3])[CH3:2].C([O-])([O-])=O.[Na+].[Na+]. The catalyst is Cl. The product is [NH2:20][C:17]1[CH:18]=[CH:19][C:14]([S:11]([NH:10][C:8]2[S:9][C:5]([C:1]([CH3:4])([CH3:3])[CH3:2])=[N:6][N:7]=2)(=[O:13])=[O:12])=[CH:15][CH:16]=1. The yield is 0.740. (7) The reactants are Cl[C:2]1[CH:7]=[C:6]([CH2:8][CH3:9])[N:5]=[C:4]([C:10]2[CH:15]=[CH:14][CH:13]=[C:12]([Cl:16])[CH:11]=2)[N:3]=1.[NH2:17][C:18]1[CH:23]=[CH:22][C:21]([CH2:24][CH2:25][OH:26])=[CH:20][CH:19]=1.Cl.O1CCOCC1.C([O-])(O)=O.[Na+]. The catalyst is CCO. The product is [Cl:16][C:12]1[CH:11]=[C:10]([C:4]2[N:3]=[C:2]([NH:17][C:18]3[CH:23]=[CH:22][C:21]([CH2:24][CH2:25][OH:26])=[CH:20][CH:19]=3)[CH:7]=[C:6]([CH2:8][CH3:9])[N:5]=2)[CH:15]=[CH:14][CH:13]=1. The yield is 0.700. (8) The reactants are [Br:1][CH2:2][C:3]([C:5]1[CH:10]=[CH:9][C:8]([OH:11])=[CH:7][CH:6]=1)=[O:4].[CH3:12][O:13][C:14]1[N:19]=[CH:18][C:17]([CH:20]([NH:32][C:33]2[CH:34]=[C:35]([CH:41]=[CH:42][CH:43]=2)[C:36]([O:38][CH2:39][CH3:40])=[O:37])[C:21](=[O:31])[O:22][C@@H:23]2[CH:28]3[CH2:29][CH2:30][N:25]([CH2:26][CH2:27]3)[CH2:24]2)=[CH:16][CH:15]=1. The catalyst is CCOC(C)=O. The product is [Br-:1].[CH2:39]([O:38][C:36]([C:35]1[CH:34]=[C:33]([NH:32][CH:20]([C:17]2[CH:18]=[N:19][C:14]([O:13][CH3:12])=[CH:15][CH:16]=2)[C:21]([O:22][C@@H:23]2[CH:28]3[CH2:29][CH2:30][N+:25]([CH2:2][C:3]([C:5]4[CH:10]=[CH:9][C:8]([OH:11])=[CH:7][CH:6]=4)=[O:4])([CH2:26][CH2:27]3)[CH2:24]2)=[O:31])[CH:43]=[CH:42][CH:41]=1)=[O:37])[CH3:40]. The yield is 0.501. (9) The product is [Cl:1][C:2]1[CH:7]=[CH:6][C:5]([NH:8][C:9]([NH:11][C:12]2[CH:17]=[CH:16][C:15]([O:18][C:19]3[CH:24]=[CH:23][N:22]=[C:21]([C:25]4[NH:33][N:32]=[N:31][N:26]=4)[CH:20]=3)=[CH:14][CH:13]=2)=[O:10])=[CH:4][C:3]=1[C:27]([F:30])([F:28])[F:29]. The catalyst is C1(C)C=CC=CC=1. The reactants are [Cl:1][C:2]1[CH:7]=[CH:6][C:5]([NH:8][C:9]([NH:11][C:12]2[CH:17]=[CH:16][C:15]([O:18][C:19]3[CH:24]=[CH:23][N:22]=[C:21]([C:25]#[N:26])[CH:20]=3)=[CH:14][CH:13]=2)=[O:10])=[CH:4][C:3]=1[C:27]([F:30])([F:29])[F:28].[N-:31]=[N+:32]=[N-:33].[Na+].Cl.C(N(CC)CC)C. The yield is 0.630. (10) The reactants are [C:1]([CH:3]([C:5]1[CH:6]=[C:7]([CH:11]=[CH:12][CH:13]=1)[C:8]([OH:10])=[O:9])[CH3:4])#[N:2].S(=O)(=O)(O)O.[CH3:19]O. No catalyst specified. The product is [C:1]([CH:3]([C:5]1[CH:6]=[C:7]([CH:11]=[CH:12][CH:13]=1)[C:8]([O:10][CH3:19])=[O:9])[CH3:4])#[N:2]. The yield is 0.890.